This data is from Catalyst prediction with 721,799 reactions and 888 catalyst types from USPTO. The task is: Predict which catalyst facilitates the given reaction. (1) Reactant: [Br:1][C:2]1[CH:7]=[CH:6][C:5]([CH:8]2[CH2:10][O:9]2)=[CH:4][C:3]=1[F:11].O1CCCC1.[CH2:17]([CH2:19][NH2:20])[OH:18]. Product: [Br:1][C:2]1[CH:7]=[CH:6][C:5]([CH:8]([OH:9])[CH2:10][NH:20][CH2:19][CH2:17][OH:18])=[CH:4][C:3]=1[F:11]. The catalyst class is: 170. (2) Reactant: [N+:1]([C:4]1[CH:9]=[CH:8][C:7]([P:10](=[O:17])([O:14]CC)[O:11]CC)=[CH:6][CH:5]=1)([O-:3])=[O:2]. Product: [N+:1]([C:4]1[CH:5]=[CH:6][C:7]([P:10](=[O:11])([OH:14])[OH:17])=[CH:8][CH:9]=1)([O-:3])=[O:2]. The catalyst class is: 33. (3) Reactant: [NH2:1][C:2]1[N:6]([CH2:7][C:8]2[CH:13]=[CH:12][C:11]([O:14][CH3:15])=[CH:10][CH:9]=2)[N:5]=[CH:4][C:3]=1[S:16][S:16][C:3]1[CH:4]=[N:5][N:6]([CH2:7][C:8]2[CH:13]=[CH:12][C:11]([O:14][CH3:15])=[CH:10][CH:9]=2)[C:2]=1[NH2:1].C(=O)([O-])O.[Na+].S(S([O-])=O)([O-])=O.[Na+].[Na+].[Cl:46][C:47](Cl)([Cl:49])[F:48]. Product: [Cl:46][C:47]([Cl:49])([F:48])[S:16][C:3]1[CH:4]=[N:5][N:6]([CH2:7][C:8]2[CH:9]=[CH:10][C:11]([O:14][CH3:15])=[CH:12][CH:13]=2)[C:2]=1[NH2:1]. The catalyst class is: 145. (4) Reactant: [N+:1]([C:4]1[CH:9]=[CH:8][C:7]([N:10]2[CH2:15][CH2:14][N:13]([C:16]([O:18][C:19]([CH3:22])([CH3:21])[CH3:20])=[O:17])[CH2:12][CH2:11]2)=[CH:6][CH:5]=1)([O-])=O. Product: [NH2:1][C:4]1[CH:9]=[CH:8][C:7]([N:10]2[CH2:15][CH2:14][N:13]([C:16]([O:18][C:19]([CH3:22])([CH3:21])[CH3:20])=[O:17])[CH2:12][CH2:11]2)=[CH:6][CH:5]=1. The catalyst class is: 99. (5) Reactant: [CH3:1][C:2]1[C:3]([S:12]([CH3:15])(=[O:14])=[O:13])=[CH:4][C:5]([N+:9]([O-])=O)=[C:6]([OH:8])[CH:7]=1.CCOC(C)=O. Product: [NH2:9][C:5]1[CH:4]=[C:3]([S:12]([CH3:15])(=[O:14])=[O:13])[C:2]([CH3:1])=[CH:7][C:6]=1[OH:8]. The catalyst class is: 14.